Dataset: Catalyst prediction with 721,799 reactions and 888 catalyst types from USPTO. Task: Predict which catalyst facilitates the given reaction. (1) Product: [CH2:3]([O:5][C:6](=[O:17])[CH2:7][CH2:8][CH2:9][N:10]1[C:14](=[O:15])[C:13]2[N:12]([C:32](=[O:33])[C:27]3[CH:26]=[C:25]([C:22]4[CH:23]=[CH:24][C:19]([Cl:18])=[CH:20][CH:21]=4)[O:29][C:28]=3[CH:30]=2)[C:11]1=[S:16])[CH3:4]. The catalyst class is: 134. Reactant: [H-].[Na+].[CH2:3]([O:5][C:6](=[O:17])[CH2:7][CH2:8][CH2:9][N:10]1[C:14](=[O:15])[CH2:13][NH:12][C:11]1=[S:16])[CH3:4].[Cl:18][C:19]1[CH:24]=[CH:23][C:22]([C:25]2[O:29][C:28]([CH:30]=O)=[C:27]([C:32](OCC)=[O:33])[CH:26]=2)=[CH:21][CH:20]=1.C(OCC)(=O)C. (2) Reactant: [C:1]([O:5][C:6]([NH:8][CH:9]([CH2:13][C:14]1[CH:19]=[CH:18][C:17]([Cl:20])=[CH:16][C:15]=1[CH3:21])[C:10]([OH:12])=O)=[O:7])([CH3:4])([CH3:3])[CH3:2].C1C=CC2N(O)N=NC=2C=1.CCN=C=NCCCN(C)C.CN1CCOCC1.[N:50]1([C:56]2[C:65]3[C:60](=[CH:61][CH:62]=[CH:63][CH:64]=3)[N:59]=[CH:58][N:57]=2)[CH2:55][CH2:54][NH:53][CH2:52][CH2:51]1. Product: [C:1]([O:5][C:6](=[O:7])[NH:8][CH:9]([CH2:13][C:14]1[CH:19]=[CH:18][C:17]([Cl:20])=[CH:16][C:15]=1[CH3:21])[C:10](=[O:12])[N:53]1[CH2:54][CH2:55][N:50]([C:56]2[C:65]3[C:60](=[CH:61][CH:62]=[CH:63][CH:64]=3)[N:59]=[CH:58][N:57]=2)[CH2:51][CH2:52]1)([CH3:2])([CH3:3])[CH3:4]. The catalyst class is: 39. (3) Reactant: [CH:1]1([NH:4][C:5]([CH:7]2[CH2:9][CH2:8]2)=O)[CH2:3][CH2:2]1.O(C)S(C(F)(F)F)(=O)=O.[CH2:19]([C:24]12[CH2:31][CH2:30][C:27]([C:32]([NH:34][NH2:35])=O)([CH2:28][CH2:29]1)[CH2:26][CH2:25]2)[CH2:20][CH2:21][CH2:22][CH3:23].CN(C=O)C.C(N(CC)CC)C. Product: [CH:7]1([C:5]2[N:4]([CH:1]3[CH2:3][CH2:2]3)[C:32]([C:27]34[CH2:28][CH2:29][C:24]([CH2:19][CH2:20][CH2:21][CH2:22][CH3:23])([CH2:31][CH2:30]3)[CH2:25][CH2:26]4)=[N:34][N:35]=2)[CH2:9][CH2:8]1. The catalyst class is: 11.